Dataset: Forward reaction prediction with 1.9M reactions from USPTO patents (1976-2016). Task: Predict the product of the given reaction. Given the reactants Br[CH:2]([CH2:7]Br)[C:3]([O:5][CH3:6])=[O:4].C([O-])([O-])=O.[K+].[K+].[CH2:15]([NH2:22])[C:16]1[CH:21]=[CH:20][CH:19]=[CH:18][CH:17]=1, predict the reaction product. The product is: [CH2:15]([N:22]1[CH2:7][CH:2]1[C:3]([O:5][CH3:6])=[O:4])[C:16]1[CH:21]=[CH:20][CH:19]=[CH:18][CH:17]=1.